From a dataset of Forward reaction prediction with 1.9M reactions from USPTO patents (1976-2016). Predict the product of the given reaction. (1) Given the reactants [NH2:1][C:2]1[C:7]([C:8]#[N:9])=[C:6]([F:10])[C:5]([C:11]([F:14])([F:13])[F:12])=[CH:4][CH:3]=1.C([O-])([O-])=O.[Na+].[Na+].Cl[C:22]([O:24][CH2:25][CH3:26])=[O:23], predict the reaction product. The product is: [C:8]([C:7]1[C:6]([F:10])=[C:5]([C:11]([F:14])([F:12])[F:13])[CH:4]=[CH:3][C:2]=1[NH:1][C:22](=[O:23])[O:24][CH2:25][CH3:26])#[N:9]. (2) Given the reactants [Br:1][C:2]1[CH:6]=[N:5][N:4]([CH3:7])[C:3]=1[C:8]1[CH:9]=[C:10]([NH2:16])[CH:11]=[CH:12][C:13]=1[O:14][CH3:15].[F:17][C:18]1[CH:19]=[C:20]([N:25]=[C:26]=[O:27])[CH:21]=[CH:22][C:23]=1[F:24], predict the reaction product. The product is: [Br:1][C:2]1[CH:6]=[N:5][N:4]([CH3:7])[C:3]=1[C:8]1[CH:9]=[C:10]([NH:16][C:26]([NH:25][C:20]2[CH:21]=[CH:22][C:23]([F:24])=[C:18]([F:17])[CH:19]=2)=[O:27])[CH:11]=[CH:12][C:13]=1[O:14][CH3:15]. (3) Given the reactants [CH2:1]([S:8][CH:9]([CH:38]=O)[CH2:10][NH:11][C:12]([C:14]1[NH:15][C:16]2[C:21]([CH:22]=1)=[CH:20][C:19]([O:23][CH2:24][CH2:25][O:26][CH3:27])=[CH:18][C:17]=2[NH:28][S:29]([C:32]1[CH:37]=[CH:36][CH:35]=[CH:34][N:33]=1)(=[O:31])=[O:30])=[O:13])[C:2]1[CH:7]=[CH:6][CH:5]=[CH:4][CH:3]=1.[NH:40]1[CH2:45][CH2:44][S:43](=[O:47])(=[O:46])[CH2:42][CH2:41]1.O1CCCC1.C(O[BH-](OC(=O)C)OC(=O)C)(=O)C.[Na+], predict the reaction product. The product is: [CH2:1]([S:8][CH:9]([CH2:38][N:40]1[CH2:45][CH2:44][S:43](=[O:47])(=[O:46])[CH2:42][CH2:41]1)[CH2:10][NH:11][C:12]([C:14]1[NH:15][C:16]2[C:21]([CH:22]=1)=[CH:20][C:19]([O:23][CH2:24][CH2:25][O:26][CH3:27])=[CH:18][C:17]=2[NH:28][S:29]([C:32]1[CH:37]=[CH:36][CH:35]=[CH:34][N:33]=1)(=[O:30])=[O:31])=[O:13])[C:2]1[CH:7]=[CH:6][CH:5]=[CH:4][CH:3]=1. (4) Given the reactants [Al+3].[Cl-].[Cl-].[Cl-].CO[CH:7](OC)[CH2:8][N:9]([CH2:20][C:21]1[CH:26]=[CH:25][C:24]([F:27])=[CH:23][CH:22]=1)S(C1C=CC(C)=CC=1)(=O)=O, predict the reaction product. The product is: [F:27][C:24]1[CH:23]=[C:22]2[C:21](=[CH:26][CH:25]=1)[CH:20]=[N:9][CH:8]=[CH:7]2. (5) Given the reactants [CH3:1][O:2][C:3]1[CH:8]=[CH:7][C:6]([C:9]([C:48]2[CH:53]=[CH:52][C:51]([O:54][CH3:55])=[CH:50][CH:49]=2)([C:42]2[CH:47]=[CH:46][CH:45]=[CH:44][CH:43]=2)[NH:10][C:11]2[CH2:12][O:13][CH2:14][C:15]([F:41])([F:40])[C@:16]([C:19]3[CH:24]=[C:23]([N:25]=C(C4C=CC=CC=4)C4C=CC=CC=4)[CH:22]=[CH:21][C:20]=3[F:39])([CH3:18])[N:17]=2)=[CH:5][CH:4]=1.Cl, predict the reaction product. The product is: [NH2:25][C:23]1[CH:22]=[CH:21][C:20]([F:39])=[C:19]([C@:16]2([CH3:18])[C:15]([F:41])([F:40])[CH2:14][O:13][CH2:12][C:11]([NH:10][C:9]([C:48]3[CH:49]=[CH:50][C:51]([O:54][CH3:55])=[CH:52][CH:53]=3)([C:6]3[CH:7]=[CH:8][C:3]([O:2][CH3:1])=[CH:4][CH:5]=3)[C:42]3[CH:43]=[CH:44][CH:45]=[CH:46][CH:47]=3)=[N:17]2)[CH:24]=1. (6) Given the reactants C([O:5]O)(C)(C)C.[C:7]([O:10][CH2:11][C@H:12]1[CH2:17][C@@H:16]([O:18][C:19](=[O:21])[CH3:20])[CH2:15][CH2:14][C@@:13]1([C@H:23]1[CH2:31][CH2:30][C@@:29]2([CH3:32])[C@@H:25]([CH2:26][CH2:27][C:28]2=[CH2:33])[C@@H:24]1[CH2:34][O:35][Si:36]([C:49]([CH3:52])([CH3:51])[CH3:50])([C:43]1[CH:48]=[CH:47][CH:46]=[CH:45][CH:44]=1)[C:37]1[CH:42]=[CH:41][CH:40]=[CH:39][CH:38]=1)[CH3:22])(=[O:9])[CH3:8], predict the reaction product. The product is: [C:7]([O:10][CH2:11][C@H:12]1[CH2:17][C@@H:16]([O:18][C:19](=[O:21])[CH3:20])[CH2:15][CH2:14][C@@:13]1([C@H:23]1[CH2:31][CH2:30][C@@:29]2([CH3:32])[C@@H:25]([CH2:26][C@H:27]([OH:5])[C:28]2=[CH2:33])[C@@H:24]1[CH2:34][O:35][Si:36]([C:49]([CH3:52])([CH3:51])[CH3:50])([C:37]1[CH:38]=[CH:39][CH:40]=[CH:41][CH:42]=1)[C:43]1[CH:44]=[CH:45][CH:46]=[CH:47][CH:48]=1)[CH3:22])(=[O:9])[CH3:8].